This data is from Full USPTO retrosynthesis dataset with 1.9M reactions from patents (1976-2016). The task is: Predict the reactants needed to synthesize the given product. (1) The reactants are: [N+:1]([C:4]1[CH:9]=[C:8]([N+:10]([O-:12])=[O:11])[CH:7]=[CH:6][C:5]=1F)([O-:3])=[O:2].CN1CCCC1=O.[CH2:21]([NH:24][CH2:25][CH:26]=[CH2:27])[CH:22]=[CH2:23].C(=O)([O-])[O-].[K+].[K+]. Given the product [CH2:21]([N:24]([CH2:25][CH:26]=[CH2:27])[C:5]1[CH:6]=[CH:7][C:8]([N+:10]([O-:12])=[O:11])=[CH:9][C:4]=1[N+:1]([O-:3])=[O:2])[CH:22]=[CH2:23], predict the reactants needed to synthesize it. (2) Given the product [CH3:1][N:2]([CH3:9])[CH:3]([CH2:7][CH2:6][S:5][S:21][C:16]1[CH:17]=[CH:18][CH:19]=[CH:20][N:15]=1)[C:4]([OH:10])=[O:8], predict the reactants needed to synthesize it. The reactants are: [CH3:1][N:2]([CH3:9])[CH:3]1[CH2:7][CH2:6][S:5][C:4]1=[O:8].[OH:10]P(O)(O)=O.[N:15]1[CH:20]=[CH:19][CH:18]=[CH:17][C:16]=1[S:21][S:21][C:16]1[CH:17]=[CH:18][CH:19]=[CH:20][N:15]=1. (3) Given the product [CH2:9]([N:16]1[CH:3]2[CH2:2][CH2:1][CH2:24][CH:17]1[CH2:18][C:5](=[O:6])[CH2:4]2)[C:10]1[CH:15]=[CH:14][CH:13]=[CH:12][CH:11]=1, predict the reactants needed to synthesize it. The reactants are: [CH:1](=O)[CH2:2][CH2:3][CH2:4][CH:5]=[O:6].Cl.[CH2:9]([NH2:16])[C:10]1[CH:15]=[CH:14][CH:13]=[CH:12][CH:11]=1.[CH2:17]([C:24](O)=O)[C:18](CC(O)=O)=O.C([O-])(=O)C.[Na+]. (4) Given the product [CH2:1]1[O:13][C:12]2[C:11]([O:14][CH3:15])=[CH:10][C:5]([CH2:6][OH:7])=[CH:4][C:3]=2[O:2]1, predict the reactants needed to synthesize it. The reactants are: [CH2:1]1[O:13][C:12]2[C:11]([O:14][CH3:15])=[CH:10][C:5]([C:6](OC)=[O:7])=[CH:4][C:3]=2[O:2]1.[H-].[Al+3].[Li+].[H-].[H-].[H-]. (5) Given the product [O:14]1[C:16]2[CH2:17][CH2:18][CH2:19][C:15]=2[C:2]([C@H:3]2[CH2:8][CH2:7][C@H:6]([C:9]([OH:11])=[O:10])[CH2:5][CH2:4]2)=[N:13]1, predict the reactants needed to synthesize it. The reactants are: Cl[C:2](=[N:13][OH:14])[C@H:3]1[CH2:8][CH2:7][C@H:6]([C:9]([O:11]C)=[O:10])[CH2:5][CH2:4]1.[C:15]1(N2CCOCC2)[CH2:19][CH2:18][CH2:17][CH:16]=1.C(N(CC)CC)C. (6) Given the product [CH2:7]([O:14][C:15]1[N:16]=[N:17][C:18]([C:29]#[CH:30])=[CH:19][C:20]=1[O:21][CH2:22][C:23]1[CH:28]=[CH:27][CH:26]=[CH:25][CH:24]=1)[C:8]1[CH:9]=[CH:10][CH:11]=[CH:12][CH:13]=1, predict the reactants needed to synthesize it. The reactants are: C(=O)([O-])[O-].[K+].[K+].[CH2:7]([O:14][C:15]1[N:16]=[N:17][C:18]([C:29]#[C:30][Si](C)(C)C)=[CH:19][C:20]=1[O:21][CH2:22][C:23]1[CH:28]=[CH:27][CH:26]=[CH:25][CH:24]=1)[C:8]1[CH:13]=[CH:12][CH:11]=[CH:10][CH:9]=1.CO. (7) Given the product [Br:24][C:18]1[CH:17]=[C:16]([NH:15][C:13]([CH:10]2[CH2:11][CH2:12]2)=[O:14])[CH:21]=[CH:20][C:19]=1[CH2:22][C:30]#[N:33], predict the reactants needed to synthesize it. The reactants are: O1C2C=CC([C:10]3([C:13]([NH:15][C:16]4[CH:21]=[CH:20][C:19]([CH2:22]O)=[C:18]([Br:24])[CH:17]=4)=[O:14])[CH2:12][CH2:11]3)=CC=2OC1.CS(Cl)(=O)=O.[CH:30]([N:33](CC)C(C)C)(C)C.[C-]#N.[K+].